This data is from Reaction yield outcomes from USPTO patents with 853,638 reactions. The task is: Predict the reaction yield, written as a fraction of the theoretical maximum amount of product (1.0 means a 100% yield; for example, 0.34 means a 34% yield). (1) The reactants are [C:1]([C:3]1[CH:4]=[C:5]([S:9]([C:12]2[S:21][C:15]3[NH:16][C:17](=[O:20])[CH:18]=[CH:19][C:14]=3[C:13]=2[C:22]2[CH:27]=[CH:26][C:25]([Cl:28])=[CH:24][CH:23]=2)(=[O:11])=[O:10])[CH:6]=[CH:7][CH:8]=1)#[N:2].I[CH3:30]. The catalyst is ClCCl.CN(C=O)C.C(=O)([O-])[O-].[Ag+].[Ag+]. The product is [C:1]([C:3]1[CH:4]=[C:5]([S:9]([C:12]2[S:21][C:15]3=[N:16][C:17]([O:20][CH3:30])=[CH:18][CH:19]=[C:14]3[C:13]=2[C:22]2[CH:23]=[CH:24][C:25]([Cl:28])=[CH:26][CH:27]=2)(=[O:11])=[O:10])[CH:6]=[CH:7][CH:8]=1)#[N:2]. The yield is 0.430. (2) The reactants are [CH3:1][C:2]1[CH:7]=[C:6]([CH3:8])[N:5]=[C:4]([N:9]2[CH2:15][CH2:14][CH2:13][N:12]([C:16]3[CH:21]=[CH:20][C:19]([NH2:22])=[CH:18][CH:17]=3)[CH2:11][CH2:10]2)[CH:3]=1.[O:23]=[C:24]([C:28]1[N:36]2[C:31]([CH2:32][CH2:33][CH2:34][CH2:35]2)=[CH:30][C:29]=1[C:37]1[CH:42]=[CH:41][CH:40]=[CH:39][CH:38]=1)[C:25](Cl)=[O:26].C(N(CC)CC)C. The catalyst is C(Cl)Cl. The product is [CH3:1][C:2]1[CH:7]=[C:6]([CH3:8])[N:5]=[C:4]([N:9]2[CH2:15][CH2:14][CH2:13][N:12]([C:16]3[CH:17]=[CH:18][C:19]([NH:22][C:25](=[O:26])[C:24](=[O:23])[C:28]4[N:36]5[C:31]([CH2:32][CH2:33][CH2:34][CH2:35]5)=[CH:30][C:29]=4[C:37]4[CH:38]=[CH:39][CH:40]=[CH:41][CH:42]=4)=[CH:20][CH:21]=3)[CH2:11][CH2:10]2)[CH:3]=1. The yield is 0.350.